From a dataset of Full USPTO retrosynthesis dataset with 1.9M reactions from patents (1976-2016). Predict the reactants needed to synthesize the given product. (1) Given the product [N:50]([CH2:33][C@@H:30]1[C@@:7]2([CH3:45])[CH2:8][C@@H:9]([O:26][CH2:27][O:28][CH3:29])[CH:10]3[C@:11]45[C@@:2]([OH:1])([CH2:21][C@@H:20]([O:22][CH2:23][O:24][CH3:25])[CH2:19][C@H:12]4[O:13][C:14]([CH3:17])([CH3:18])[O:15][CH2:16]5)[CH2:3][CH2:4][CH:5]3[C@@:6]2([O:46][CH2:47][O:48][CH3:49])[CH2:32][CH2:31]1)=[N+:51]=[N-:52], predict the reactants needed to synthesize it. The reactants are: [OH:1][C@@:2]12[CH2:21][C@@H:20]([O:22][CH2:23][O:24][CH3:25])[CH2:19][C@H:12]3[O:13][C:14]([CH3:18])([CH3:17])[O:15][CH2:16][C@@:11]13[CH:10]1[CH:5]([C@@:6]3([O:46][CH2:47][O:48][CH3:49])[CH2:32][CH2:31][C@H:30]([CH2:33]OS(C4C=CC(C)=CC=4)(=O)=O)[C@@:7]3([CH3:45])[CH2:8][C@H:9]1[O:26][CH2:27][O:28][CH3:29])[CH2:4][CH2:3]2.[N-:50]=[N+:51]=[N-:52].[Na+]. (2) Given the product [OH:8][C@H:9]1[CH2:14][CH2:13][C@H:12]([NH:15][C:16]2[CH:23]=[C:22]([N:24]3[C:32]4[C:27](=[C:28]([C:33]5[CH:34]=[N:35][C:36]6[C:41]([CH:42]=5)=[CH:40][CH:39]=[CH:38][CH:37]=6)[CH:29]=[CH:30][CH:31]=4)[C:26]([CH3:43])=[N:25]3)[CH:21]=[CH:20][C:17]=2[C:18]([NH2:19])=[O:3])[CH2:11][CH2:10]1, predict the reactants needed to synthesize it. The reactants are: C([OH:3])C.[OH-].[Na+].OO.[OH:8][C@H:9]1[CH2:14][CH2:13][C@H:12]([NH:15][C:16]2[CH:23]=[C:22]([N:24]3[C:32]4[C:27](=[C:28]([C:33]5[CH:34]=[N:35][C:36]6[C:41]([CH:42]=5)=[CH:40][CH:39]=[CH:38][CH:37]=6)[CH:29]=[CH:30][CH:31]=4)[C:26]([CH3:43])=[N:25]3)[CH:21]=[CH:20][C:17]=2[C:18]#[N:19])[CH2:11][CH2:10]1. (3) The reactants are: [CH3:1][O:2][C:3]1[CH:4]=[C:5]([C:11]2([CH:14]=O)[CH2:13][CH2:12]2)[CH:6]=[CH:7][C:8]=1[O:9][CH3:10].[CH2:16]([NH2:23])[C:17]1[CH:22]=[CH:21][CH:20]=[CH:19][CH:18]=1.S([O-])([O-])(=O)=O.[Na+].[Na+].[I-].[Na+].C[Si](Cl)(C)C.[CH:38]([C:40]([CH3:42])=[O:41])=[CH2:39]. Given the product [CH2:16]([N:23]1[C@@H:14]2[C@@:11]([C:5]3[CH:6]=[CH:7][C:8]([O:9][CH3:10])=[C:3]([O:2][CH3:1])[CH:4]=3)([CH2:39][CH2:38][C:40](=[O:41])[CH2:42]2)[CH2:12][CH2:13]1)[C:17]1[CH:22]=[CH:21][CH:20]=[CH:19][CH:18]=1, predict the reactants needed to synthesize it. (4) Given the product [F:28][C@H:2]1[C@H:7]([C:8]2[CH:13]=[CH:12][C:11]([OH:14])=[CH:10][CH:9]=2)[CH2:6][CH2:5][N:4]([C:15]([O:17][C:18]([CH3:21])([CH3:20])[CH3:19])=[O:16])[CH2:3]1, predict the reactants needed to synthesize it. The reactants are: O[C@H:2]1[C@H:7]([C:8]2[CH:13]=[CH:12][C:11]([OH:14])=[CH:10][CH:9]=2)[CH2:6][CH2:5][N:4]([C:15]([O:17][C:18]([CH3:21])([CH3:20])[CH3:19])=[O:16])[CH2:3]1.CCN(S(F)(F)[F:28])CC. (5) Given the product [N:10]1([C:8]2[N:9]=[C:4]([NH2:1])[CH:5]=[CH:6][CH:7]=2)[CH2:14][CH2:13][C@@H:12]2[CH2:15][CH2:16][CH2:17][C@H:11]12, predict the reactants needed to synthesize it. The reactants are: [N+:1]([C:4]1[N:9]=[C:8]([N:10]2[CH2:14][CH2:13][C@@H:12]3[CH2:15][CH2:16][CH2:17][C@H:11]23)[CH:7]=[CH:6][CH:5]=1)([O-])=O.Cl.C([O-])(O)=O.[Na+]. (6) Given the product [Br:1][C:2]1[CH:7]=[C:6]([C:8]2[CH:13]=[CH:12][C:11]([F:14])=[CH:10][CH:9]=2)[CH:5]=[C:4]([CH2:15][Br:36])[CH:3]=1, predict the reactants needed to synthesize it. The reactants are: [Br:1][C:2]1[CH:3]=[C:4]([CH2:15]O)[CH:5]=[C:6]([C:8]2[CH:13]=[CH:12][C:11]([F:14])=[CH:10][CH:9]=2)[CH:7]=1.C1(P(C2C=CC=CC=2)C2C=CC=CC=2)C=CC=CC=1.[Br:36]N1C(=O)CCC1=O. (7) Given the product [C:1]([O:5][C:6](=[O:16])[CH:7]([CH2:11][S:12]([Cl:15])(=[O:13])=[O:14])[CH2:8][C:10]1[CH:26]=[CH:25][CH:24]=[CH:23][CH:22]=1)([CH3:2])([CH3:3])[CH3:4], predict the reactants needed to synthesize it. The reactants are: [C:1]([O:5][C:6](=[O:16])[CH:7]([CH2:11][S:12]([Cl:15])(=[O:14])=[O:13])[CH:8]([CH3:10])C)([CH3:4])([CH3:3])[CH3:2].C(O[C:22](=O)[CH:23](CSC(=O)C)[CH2:24][C:25]1C=CC=C[CH:26]=1)(C)(C)C.